From a dataset of NCI-60 drug combinations with 297,098 pairs across 59 cell lines. Regression. Given two drug SMILES strings and cell line genomic features, predict the synergy score measuring deviation from expected non-interaction effect. (1) Synergy scores: CSS=7.14, Synergy_ZIP=0.456, Synergy_Bliss=5.50, Synergy_Loewe=-6.08, Synergy_HSA=3.72. Drug 1: CS(=O)(=O)C1=CC(=C(C=C1)C(=O)NC2=CC(=C(C=C2)Cl)C3=CC=CC=N3)Cl. Drug 2: C1=NNC2=C1C(=O)NC=N2. Cell line: T-47D. (2) Drug 1: CC=C1C(=O)NC(C(=O)OC2CC(=O)NC(C(=O)NC(CSSCCC=C2)C(=O)N1)C(C)C)C(C)C. Drug 2: C1=NNC2=C1C(=O)NC=N2. Cell line: SK-MEL-5. Synergy scores: CSS=64.6, Synergy_ZIP=7.91, Synergy_Bliss=4.85, Synergy_Loewe=-33.7, Synergy_HSA=6.51. (3) Drug 1: C1=CN(C(=O)N=C1N)C2C(C(C(O2)CO)O)O.Cl. Drug 2: C1=CN(C=N1)CC(O)(P(=O)(O)O)P(=O)(O)O. Cell line: HOP-62. Synergy scores: CSS=45.8, Synergy_ZIP=-0.536, Synergy_Bliss=-2.74, Synergy_Loewe=-20.5, Synergy_HSA=-3.67. (4) Drug 1: COC1=C(C=C2C(=C1)N=CN=C2NC3=CC(=C(C=C3)F)Cl)OCCCN4CCOCC4. Drug 2: C1CCC(C(C1)N)N.C(=O)(C(=O)[O-])[O-].[Pt+4]. Cell line: T-47D. Synergy scores: CSS=22.8, Synergy_ZIP=-5.06, Synergy_Bliss=-1.17, Synergy_Loewe=1.78, Synergy_HSA=2.19. (5) Drug 1: COC1=C(C=C2C(=C1)N=CN=C2NC3=CC(=C(C=C3)F)Cl)OCCCN4CCOCC4. Drug 2: C1C(C(OC1N2C=NC(=NC2=O)N)CO)O. Cell line: HCT116. Synergy scores: CSS=37.1, Synergy_ZIP=-5.03, Synergy_Bliss=-3.91, Synergy_Loewe=-12.6, Synergy_HSA=1.08. (6) Cell line: TK-10. Drug 2: C1=NC(=NC(=O)N1C2C(C(C(O2)CO)O)O)N. Drug 1: CC1C(C(CC(O1)OC2CC(CC3=C2C(=C4C(=C3O)C(=O)C5=C(C4=O)C(=CC=C5)OC)O)(C(=O)C)O)N)O.Cl. Synergy scores: CSS=6.99, Synergy_ZIP=-5.11, Synergy_Bliss=0.635, Synergy_Loewe=-5.48, Synergy_HSA=-1.37. (7) Drug 1: COC1=C(C=C2C(=C1)N=CN=C2NC3=CC(=C(C=C3)F)Cl)OCCCN4CCOCC4. Drug 2: CC1C(C(CC(O1)OC2CC(CC3=C2C(=C4C(=C3O)C(=O)C5=C(C4=O)C(=CC=C5)OC)O)(C(=O)C)O)N)O.Cl. Cell line: HT29. Synergy scores: CSS=50.3, Synergy_ZIP=5.91, Synergy_Bliss=5.47, Synergy_Loewe=2.10, Synergy_HSA=8.26. (8) Drug 1: C1=C(C(=O)NC(=O)N1)N(CCCl)CCCl. Drug 2: CCC(=C(C1=CC=CC=C1)C2=CC=C(C=C2)OCCN(C)C)C3=CC=CC=C3.C(C(=O)O)C(CC(=O)O)(C(=O)O)O. Cell line: UACC62. Synergy scores: CSS=31.5, Synergy_ZIP=-9.47, Synergy_Bliss=-0.899, Synergy_Loewe=-1.22, Synergy_HSA=-0.234.